From a dataset of CYP3A4 inhibition data for predicting drug metabolism from PubChem BioAssay. Regression/Classification. Given a drug SMILES string, predict its absorption, distribution, metabolism, or excretion properties. Task type varies by dataset: regression for continuous measurements (e.g., permeability, clearance, half-life) or binary classification for categorical outcomes (e.g., BBB penetration, CYP inhibition). Dataset: cyp3a4_veith. The molecule is CC(C)(C)NC[C@H](O)COc1cccc2c1C[C@@H](O)[C@@H](O)C2. The result is 0 (non-inhibitor).